Dataset: Reaction yield outcomes from USPTO patents with 853,638 reactions. Task: Predict the reaction yield, written as a fraction of the theoretical maximum amount of product (1.0 means a 100% yield; for example, 0.34 means a 34% yield). (1) The yield is 0.950. No catalyst specified. The product is [Br:1][C:2]1[CH:3]=[C:4]([CH3:20])[C:5]2[N:9]=[C:8]([CH2:10][CH2:11][CH3:12])[N:7]([CH2:13][CH2:14][OH:15])[C:6]=2[CH:19]=1. The reactants are [Br:1][C:2]1[CH:3]=[C:4]([CH3:20])[C:5]2[N:9]=[C:8]([CH2:10][CH2:11][CH3:12])[N:7]([CH2:13][C:14](OCC)=[O:15])[C:6]=2[CH:19]=1.C1COCC1. (2) The reactants are [Br:1][C:2]1[C:6]2[CH2:7][N:8]([C:11]([O:13][C:14]([CH3:17])([CH3:16])[CH3:15])=[O:12])[CH2:9][CH2:10][C:5]=2[N:4]([CH:18]2[CH2:23][CH2:22]S[CH2:20][CH2:19]2)[N:3]=1.[S:24]([O-:29])(O[O-])(=O)=[O:25].[K+].[K+]. The catalyst is C1COCC1.O. The product is [Br:1][C:2]1[C:6]2[CH2:7][N:8]([C:11]([O:13][C:14]([CH3:15])([CH3:16])[CH3:17])=[O:12])[CH2:9][CH2:10][C:5]=2[N:4]([CH:18]2[CH2:23][CH2:22][S:24](=[O:29])(=[O:25])[CH2:20][CH2:19]2)[N:3]=1. The yield is 0.990. (3) The reactants are [Cl:1][C:2]1[CH:11]=[C:10](Cl)[C:9]2[C:4](=[C:5]([CH3:15])[C:6]([O:13][CH3:14])=[CH:7][CH:8]=2)[N:3]=1.ClC1C=C([O:27][CH2:28][C:29]2[CH:34]=[CH:33][C:32]([O:35][CH3:36])=[CH:31][CH:30]=2)C2C(=C(Cl)C(OC)=CC=2)N=1. No catalyst specified. The product is [Cl:1][C:2]1[CH:11]=[C:10]([O:27][CH2:28][C:29]2[CH:34]=[CH:33][C:32]([O:35][CH3:36])=[CH:31][CH:30]=2)[C:9]2[C:4](=[C:5]([CH3:15])[C:6]([O:13][CH3:14])=[CH:7][CH:8]=2)[N:3]=1. The yield is 0.500. (4) The reactants are [CH3:1][NH:2][CH2:3][CH2:4][C:5]#[C:6][C:7]1[CH:12]=[CH:11][CH:10]=[CH:9][N:8]=1.[CH3:13][C:14]1[CH:15]=[C:16]([CH:20]=[CH:21][CH:22]=1)[C:17](Cl)=[O:18]. No catalyst specified. The product is [CH3:1][N:2]([CH2:3][CH2:4][C:5]#[C:6][C:7]1[CH:12]=[CH:11][CH:10]=[CH:9][N:8]=1)[C:17](=[O:18])[C:16]1[CH:20]=[CH:21][CH:22]=[C:14]([CH3:13])[CH:15]=1. The yield is 0.290.